Dataset: HIV replication inhibition screening data with 41,000+ compounds from the AIDS Antiviral Screen. Task: Binary Classification. Given a drug SMILES string, predict its activity (active/inactive) in a high-throughput screening assay against a specified biological target. (1) The compound is O=C(C=Cc1ccccc1[N+](=O)[O-])c1ccccc1. The result is 0 (inactive). (2) The molecule is CC(=O)N(C(C)=O)c1c(N)n(C)c(=O)[nH]c1=O. The result is 0 (inactive).